From a dataset of Forward reaction prediction with 1.9M reactions from USPTO patents (1976-2016). Predict the product of the given reaction. (1) Given the reactants Cl[C:2]1[S:3][C:4]2[CH:10]=[C:9]([O:11][CH3:12])[CH:8]=[CH:7][C:5]=2[N:6]=1.[CH3:13][O:14][C:15]([C:17]1[CH:22]=[CH:21][C:20](B(O)O)=[CH:19][CH:18]=1)=[O:16].C([O-])([O-])=O.[K+].[K+].O1CCOCC1, predict the reaction product. The product is: [CH3:12][O:11][C:9]1[CH:8]=[CH:7][C:5]2[N:6]=[C:2]([C:20]3[CH:21]=[CH:22][C:17]([C:15]([O:14][CH3:13])=[O:16])=[CH:18][CH:19]=3)[S:3][C:4]=2[CH:10]=1. (2) Given the reactants C([O:3][C:4](=O)[CH:5]=[C:6]([C:13]1[CH:14]=[C:15]2[C:19](=[CH:20][CH:21]=1)[NH:18][N:17]=[C:16]2[O:22][CH3:23])[C:7]1[CH:12]=[CH:11][CH:10]=[CH:9][CH:8]=1)C.C(OC(=O)C=C(C1C=CC=C2C=1C(C#N)=[CH:40][NH:41]2)C1C=CC=CC=1)C, predict the reaction product. The product is: [CH3:23][O:22][C:16]1[C:15]2[C:19](=[CH:20][CH:21]=[C:13]([C:6]([C:7]3[CH:8]=[CH:9][CH:10]=[CH:11][CH:12]=3)=[CH:5][C:4]([NH:41][CH3:40])=[O:3])[CH:14]=2)[NH:18][N:17]=1. (3) Given the reactants [NH2:1][C:2]1[C:7]([NH2:8])=[CH:6][CH:5]=[CH:4][N:3]=1.P(Cl)(Cl)(Cl)=O.[N:14]1[CH:19]=[CH:18][CH:17]=[CH:16][C:15]=1[C:20]1[C:21]([C:28](O)=O)=[C:22]2[CH2:27][CH2:26][CH2:25][N:23]2[N:24]=1, predict the reaction product. The product is: [N:14]1[CH:19]=[CH:18][CH:17]=[CH:16][C:15]=1[C:20]1[C:21]([C:28]2[NH:8][C:7]3[C:2]([N:1]=2)=[N:3][CH:4]=[CH:5][CH:6]=3)=[C:22]2[CH2:27][CH2:26][CH2:25][N:23]2[N:24]=1. (4) Given the reactants [Cl:1][C:2]1[N:7]=[CH:6][N:5]=[C:4]([NH:8][C:9]2[CH:14]=[CH:13][C:12]([Cl:15])=[CH:11][CH:10]=2)[C:3]=1[NH2:16].[Cl:17][C:18]1[CH:26]=[CH:25][C:21]([C:22](Cl)=[O:23])=[C:20]([F:27])[CH:19]=1, predict the reaction product. The product is: [Cl:17][C:18]1[CH:26]=[CH:25][C:21]([C:22]([NH:16][C:3]2[C:2]([Cl:1])=[N:7][CH:6]=[N:5][C:4]=2[NH:8][C:9]2[CH:10]=[CH:11][C:12]([Cl:15])=[CH:13][CH:14]=2)=[O:23])=[C:20]([F:27])[CH:19]=1. (5) Given the reactants [H-].[Na+].[Cl:3][C:4]1[CH:9]=[CH:8][C:7]([C:10]2[NH:14][N:13]=[CH:12][C:11]=2[C:15]2[CH:20]=[CH:19][N:18]=[CH:17][CH:16]=2)=[CH:6][CH:5]=1.[CH3:21][Si:22]([CH3:29])([CH3:28])[CH2:23][CH2:24][O:25][CH2:26]Cl.O, predict the reaction product. The product is: [Cl:3][C:4]1[CH:5]=[CH:6][C:7]([C:10]2[N:14]([CH2:26][O:25][CH2:24][CH2:23][Si:22]([CH3:29])([CH3:28])[CH3:21])[N:13]=[CH:12][C:11]=2[C:15]2[CH:20]=[CH:19][N:18]=[CH:17][CH:16]=2)=[CH:8][CH:9]=1. (6) Given the reactants [CH3:1][C:2]1[C:7]([C:8]([OH:10])=O)=[CH:6][N:5]=[C:4]([C:11]2[S:12][CH:13]=[CH:14][N:15]=2)[N:3]=1.[CH2:16]([C:18]1[C:26]2[C:21](=[N:22][CH:23]=[C:24]([F:27])[CH:25]=2)[N:20]([NH2:28])[CH:19]=1)[CH3:17].C[N+]1(C2N=C(OC)N=C(OC)N=2)CCOCC1.[Cl-], predict the reaction product. The product is: [CH2:16]([C:18]1[C:26]2[C:21](=[N:22][CH:23]=[C:24]([F:27])[CH:25]=2)[N:20]([NH:28][C:8]([C:7]2[C:2]([CH3:1])=[N:3][C:4]([C:11]3[S:12][CH:13]=[CH:14][N:15]=3)=[N:5][CH:6]=2)=[O:10])[CH:19]=1)[CH3:17].